From a dataset of Forward reaction prediction with 1.9M reactions from USPTO patents (1976-2016). Predict the product of the given reaction. (1) Given the reactants [F:1][C:2]1[CH:7]=[CH:6][C:5]([C:8]2[C:9]([C:14]([O:16]CC)=[O:15])=[CH:10][CH:11]=[CH:12][CH:13]=2)=[CH:4][CH:3]=1.[OH-].[Na+], predict the reaction product. The product is: [F:1][C:2]1[CH:3]=[CH:4][C:5]([C:8]2[C:9]([C:14]([OH:16])=[O:15])=[CH:10][CH:11]=[CH:12][CH:13]=2)=[CH:6][CH:7]=1. (2) The product is: [CH3:1][NH:2][CH2:3][CH2:4][O:5][C:6]1[C:15]2[C:10](=[CH:11][CH:12]=[CH:13][CH:14]=2)[CH:9]=[CH:8][CH:7]=1. Given the reactants [CH3:1][NH:2][C:3](=O)[CH2:4][O:5][C:6]1[C:15]2[C:10](=[CH:11][CH:12]=[CH:13][CH:14]=2)[CH:9]=[CH:8][CH:7]=1.[BH4-].[Na+].II.CO, predict the reaction product. (3) Given the reactants [C:1]([O:5][C:6](=[O:45])[C:7]([CH3:44])([O:9][C:10]1[CH:43]=[CH:42][C:13]([CH2:14][N:15]2[C:19](=[O:20])[C:18]3([CH2:25][CH2:24][N:23](C(OCC4C=CC=CC=4)=O)[CH2:22][CH2:21]3)[N:17]([C:36]3[CH:41]=[CH:40][CH:39]=[CH:38][CH:37]=3)[CH2:16]2)=[CH:12][CH:11]=1)[CH3:8])([CH3:4])([CH3:3])[CH3:2], predict the reaction product. The product is: [CH3:44][C:7]([O:9][C:10]1[CH:11]=[CH:12][C:13]([CH2:14][N:15]2[C:19](=[O:20])[C:18]3([CH2:25][CH2:24][NH:23][CH2:22][CH2:21]3)[N:17]([C:36]3[CH:37]=[CH:38][CH:39]=[CH:40][CH:41]=3)[CH2:16]2)=[CH:42][CH:43]=1)([CH3:8])[C:6]([O:5][C:1]([CH3:2])([CH3:3])[CH3:4])=[O:45]. (4) Given the reactants [C:1]([C:4]1[C:5]([O:20][CH3:21])=[C:6]([CH:12]([OH:19])[CH2:13][NH:14][C:15](=[O:18])[CH2:16]Cl)[C:7]([CH3:11])=[C:8]([Cl:10])[CH:9]=1)(=[O:3])[CH3:2].[H-].[Na+], predict the reaction product. The product is: [C:1]([C:4]1[C:5]([O:20][CH3:21])=[C:6]([CH:12]2[CH2:13][NH:14][C:15](=[O:18])[CH2:16][O:19]2)[C:7]([CH3:11])=[C:8]([Cl:10])[CH:9]=1)(=[O:3])[CH3:2]. (5) Given the reactants Br[C:2]1[CH:7]=[CH:6][C:5]([CH2:8][C:9]([NH:11][C:12]2[CH:17]=[C:16]([F:18])[CH:15]=[CH:14][C:13]=2[F:19])=[O:10])=[C:4]([F:20])[CH:3]=1.[CH2:21]([O:23][C:24]1[C:25]([O:39][CH2:40][C:41]2[CH:46]=[CH:45][C:44]([O:47][CH3:48])=[CH:43][CH:42]=2)=[N:26][CH:27]=[C:28](B2OC(C)(C)C(C)(C)O2)[CH:29]=1)[CH3:22].C([O-])([O-])=O.[Cs+].[Cs+], predict the reaction product. The product is: [F:19][C:13]1[CH:14]=[CH:15][C:16]([F:18])=[CH:17][C:12]=1[NH:11][C:9](=[O:10])[CH2:8][C:5]1[CH:6]=[CH:7][C:2]([C:28]2[CH:27]=[N:26][C:25]([O:39][CH2:40][C:41]3[CH:42]=[CH:43][C:44]([O:47][CH3:48])=[CH:45][CH:46]=3)=[C:24]([O:23][CH2:21][CH3:22])[CH:29]=2)=[CH:3][C:4]=1[F:20]. (6) Given the reactants Cl[C:2](Cl)([O:4]C(=O)OC(Cl)(Cl)Cl)Cl.[F:13][C:14]([F:25])([F:24])[O:15][C:16]1[CH:23]=[CH:22][CH:21]=[CH:20][C:17]=1[CH2:18][NH2:19].C(N(C(C)C)CC)(C)C.Cl.[Cl:36][C:37]1[CH:38]=[C:39]([CH:47]=[CH:48][C:49]=1[Cl:50])[O:40][CH:41]1[CH2:46][CH2:45][NH:44][CH2:43][CH2:42]1, predict the reaction product. The product is: [F:13][C:14]([F:24])([F:25])[O:15][C:16]1[CH:23]=[CH:22][CH:21]=[CH:20][C:17]=1[CH2:18][NH:19][C:2]([N:44]1[CH2:45][CH2:46][CH:41]([O:40][C:39]2[CH:47]=[CH:48][C:49]([Cl:50])=[C:37]([Cl:36])[CH:38]=2)[CH2:42][CH2:43]1)=[O:4].